This data is from Full USPTO retrosynthesis dataset with 1.9M reactions from patents (1976-2016). The task is: Predict the reactants needed to synthesize the given product. (1) Given the product [ClH:33].[ClH:33].[NH2:7][C@@H:8]1[CH2:10][C@H:9]1[C:11]1[CH:15]=[C:14]([C:16]([NH:17][C:18]2[S:19][C:20]([CH3:23])=[N:21][N:22]=2)=[O:24])[S:13][C:12]=1[CH3:25], predict the reactants needed to synthesize it. The reactants are: C(OC(=O)[NH:7][C@@H:8]1[CH2:10][C@H:9]1[C:11]1[CH:15]=[C:14]([C:16](=[O:24])[NH:17][C:18]2[S:19][C:20]([CH3:23])=[N:21][N:22]=2)[S:13][C:12]=1[CH3:25])(C)(C)C.C(OCC)(=O)C.[ClH:33].C(OCC)(=O)C. (2) Given the product [CH2:1]([C:3]1[N:4]=[C:5]2[C:10]([C:11]([F:13])([F:14])[F:12])=[CH:9][CH:8]=[CH:7][N:6]2[C:15]=1[C:17]1[CH:18]=[CH:19][C:20]([CH2:23][O:24][C:25]2[CH:30]=[CH:29][CH:28]=[C:27]([S:31]([CH3:34])(=[O:33])=[O:32])[CH:26]=2)=[CH:21][CH:22]=1)[CH3:2], predict the reactants needed to synthesize it. The reactants are: [CH2:1]([C:3]1[N:4]=[C:5]2[C:10]([C:11]([F:14])([F:13])[F:12])=[CH:9][CH:8]=[CH:7][N:6]2[CH:15]=1)[CH3:2].Br[C:17]1[CH:22]=[CH:21][C:20]([CH2:23][O:24][C:25]2[CH:30]=[CH:29][CH:28]=[C:27]([S:31]([CH3:34])(=[O:33])=[O:32])[CH:26]=2)=[CH:19][CH:18]=1. (3) Given the product [C:13]([O:16][C:17]([N:8]1[CH2:9][CH2:10][C@H:5]([C:2]([OH:4])=[O:3])[C@H:6]([CH3:11])[CH2:7]1)=[O:18])([CH3:15])([CH3:14])[CH3:12], predict the reactants needed to synthesize it. The reactants are: [Cl-].[C:2]([C@H:5]1[CH2:10][CH2:9][NH2+:8][CH2:7][C@H:6]1[CH3:11])([OH:4])=[O:3].[CH3:12][C:13]([O:16][C:17](O[C:17]([O:16][C:13]([CH3:15])([CH3:14])[CH3:12])=[O:18])=[O:18])([CH3:15])[CH3:14].[OH-].[Na+]. (4) Given the product [CH2:43]([O:50][CH2:51][C@@H:52]([NH:61][S:62]([C:65]1[C:74]2[C:69](=[CH:70][CH:71]=[CH:72][CH:73]=2)[C:68]([CH3:75])=[CH:67][CH:66]=1)(=[O:64])=[O:63])[CH2:53][NH:54][CH2:55][CH2:56][N:57]([CH3:59])[CH3:58])[C:44]1[CH:45]=[CH:46][CH:47]=[CH:48][CH:49]=1, predict the reactants needed to synthesize it. The reactants are: C(N[C@H](C(O)=O)CSCC1C=CC=CC=1)(OC(C)(C)C)=O.C(N[C@@H](C(O)=O)COCC1C=CC=CC=1)(OC(C)(C)C)=O.[CH2:43]([O:50][CH2:51][C@H:52]([NH:61][S:62]([C:65]1[C:74]2[C:69](=[CH:70][CH:71]=[CH:72][CH:73]=2)[C:68]([CH3:75])=[CH:67][CH:66]=1)(=[O:64])=[O:63])[C:53](=O)[NH:54][CH2:55][CH2:56][N:57]([CH3:59])[CH3:58])[C:44]1[CH:49]=[CH:48][CH:47]=[CH:46][CH:45]=1. (5) Given the product [CH:22]1([CH2:21][N:11]2[CH:10]=[CH:9][C:7]3[N:8]=[C:3]([S:2][CH3:1])[N:4]=[CH:5][C:6]=3[C:12]2=[O:13])[CH2:24][CH2:23]1, predict the reactants needed to synthesize it. The reactants are: [CH3:1][S:2][C:3]1[N:4]=[CH:5][C:6]2[C:12](=[O:13])[NH:11][CH:10]=[CH:9][C:7]=2[N:8]=1.C(=O)([O-])[O-].[Cs+].[Cs+].Br[CH2:21][CH:22]1[CH2:24][CH2:23]1.